This data is from Catalyst prediction with 721,799 reactions and 888 catalyst types from USPTO. The task is: Predict which catalyst facilitates the given reaction. (1) Reactant: Cl[C:2]1[C:10]([S:11](=[O:14])(=[O:13])[NH2:12])=[CH:9][C:5]([C:6]([OH:8])=[O:7])=[CH:4][C:3]=1[N+:15]([O-:17])=[O:16].C([O-])(O)=O.[Na+].[C:23]1([OH:29])[CH:28]=[CH:27][CH:26]=[CH:25][CH:24]=1. Product: [N+:15]([C:3]1[CH:4]=[C:5]([CH:9]=[C:10]([S:11](=[O:14])(=[O:13])[NH2:12])[C:2]=1[O:29][C:23]1[CH:28]=[CH:27][CH:26]=[CH:25][CH:24]=1)[C:6]([OH:8])=[O:7])([O-:17])=[O:16]. The catalyst class is: 6. (2) Reactant: C([O:8][C:9]1[CH:14]=[CH:13][C:12]([CH:15]([C:17]2[CH:22]=[CH:21][CH:20]=[CH:19][N:18]=2)O)=[CH:11][C:10]=1[O:23][CH:24]([CH3:26])[CH3:25])C1C=CC=CC=1.C([SiH](CC)CC)C. Product: [CH:24]([O:23][C:10]1[CH:11]=[C:12]([CH2:15][C:17]2[CH:22]=[CH:21][CH:20]=[CH:19][N:18]=2)[CH:13]=[CH:14][C:9]=1[OH:8])([CH3:26])[CH3:25]. The catalyst class is: 55. (3) Reactant: [CH3:1][O:2][C:3]1[N:4]=[CH:5][C:6]([C:9]([OH:11])=O)=[N:7][CH:8]=1.N1[CH:17]=[CH:16][CH:15]=[CH:14][CH:13]=1.CN(C([O:25]N1N=NC2C=CC=NC1=2)=[N+](C)C)C.F[P-](F)(F)(F)(F)F.[NH2:42][C:43]1[S:44][CH2:45][CH2:46][C@@:47]2([N:64]=1)[C:60]1[CH:59]=[C:58](O)[CH:57]=[C:56]([F:62])[C:55]=1[O:54][C:53]1[C:48]2=[CH:49][C:50]([NH2:63])=[CH:51][CH:52]=1. Product: [NH2:42][C:43]1[S:44][CH2:45][CH2:46][C@:47]2([N:64]=1)[C:48]1[CH:49]=[C:50]([NH:63][C:9]([C:6]3[CH:5]=[N:4][C:3]([O:2][CH3:1])=[CH:8][N:7]=3)=[O:11])[CH:51]=[CH:52][C:53]=1[O:54][C:55]1[C:60]2=[CH:59][C:58]([C:15]2[CH2:14][CH2:13][O:25][CH2:17][CH:16]=2)=[CH:57][C:56]=1[F:62]. The catalyst class is: 3. (4) Reactant: [O:1]1[CH2:6][CH2:5][N:4]([C:7]2[CH:8]=[C:9]3[N:15](C(OC(C)(C)C)=O)[CH2:14][C:13]4([CH2:27][CH2:26][O:25][CH2:24][CH2:23]4)[C:10]3=[N:11][CH:12]=2)[CH2:3][CH2:2]1.C(O)(C(F)(F)F)=O. Product: [O:1]1[CH2:6][CH2:5][N:4]([C:7]2[CH:8]=[C:9]3[NH:15][CH2:14][C:13]4([CH2:27][CH2:26][O:25][CH2:24][CH2:23]4)[C:10]3=[N:11][CH:12]=2)[CH2:3][CH2:2]1. The catalyst class is: 2. (5) Reactant: S(O)(O)(=O)=O.[NH2:6][C:7]1[CH:8]=[C:9]([B:13]([OH:15])[OH:14])[CH:10]=[CH:11][CH:12]=1.[NH2:6][C:7]1[CH:8]=[C:9]([B:13]([OH:15])[OH:14])[CH:10]=[CH:11][CH:12]=1.[CH2:26]([O:28][CH2:29][C:30](O)=[O:31])[CH3:27].ON1C2C=CC=CC=2N=N1.O. Product: [CH2:26]([O:28][CH2:29][C:30]([NH:6][C:7]1[CH:8]=[C:9]([B:13]([OH:15])[OH:14])[CH:10]=[CH:11][CH:12]=1)=[O:31])[CH3:27]. The catalyst class is: 468. (6) Reactant: [N:1]([CH2:4][C:5]1[CH:28]=[CH:27][C:8]([C:9]([NH:11][C@H:12]([C:23]([O:25][CH3:26])=[O:24])[CH2:13][NH:14][C:15](=[O:22])[C:16]2[CH:21]=[CH:20][CH:19]=[CH:18][CH:17]=2)=[O:10])=[C:7]([Cl:29])[CH:6]=1)=[N+]=[N-]. Product: [NH2:1][CH2:4][C:5]1[CH:28]=[CH:27][C:8]([C:9]([NH:11][C@H:12]([C:23]([O:25][CH3:26])=[O:24])[CH2:13][NH:14][C:15](=[O:22])[C:16]2[CH:21]=[CH:20][CH:19]=[CH:18][CH:17]=2)=[O:10])=[C:7]([Cl:29])[CH:6]=1. The catalyst class is: 63.